This data is from Catalyst prediction with 721,799 reactions and 888 catalyst types from USPTO. The task is: Predict which catalyst facilitates the given reaction. (1) Reactant: [Cl:1][C:2]1[CH:3]=[C:4]([NH:8][C:9](=[O:23])[C:10]2[CH:15]=[CH:14][CH:13]=[N:12][C:11]=2[NH:16][CH:17]2[CH2:22][CH2:21][NH:20][CH2:19][CH2:18]2)[CH:5]=[CH:6][CH:7]=1.Br[CH:25]([C:31]([O:33][CH2:34][CH3:35])=[O:32])[C:26]([O:28][CH2:29][CH3:30])=[O:27].C(=O)([O-])[O-].[K+].[K+].C(OC(=O)C)C. Product: [Cl:1][C:2]1[CH:3]=[C:4]([NH:8][C:9]([C:10]2[C:11]([NH:16][CH:17]3[CH2:22][CH2:21][N:20]([CH:25]([C:26]([O:28][CH2:29][CH3:30])=[O:27])[C:31]([O:33][CH2:34][CH3:35])=[O:32])[CH2:19][CH2:18]3)=[N:12][CH:13]=[CH:14][CH:15]=2)=[O:23])[CH:5]=[CH:6][CH:7]=1. The catalyst class is: 10. (2) Reactant: [CH:1](=[O:10])[C:2]1[CH:9]=[CH:8][CH:7]=[C:4]([CH:5]=[O:6])[CH:3]=1.[BH4-].[Na+].Cl. Product: [OH:10][CH2:1][C:2]1[CH:3]=[C:4]([CH:7]=[CH:8][CH:9]=1)[CH:5]=[O:6]. The catalyst class is: 242. (3) Reactant: [NH2:1][C:2]1[N:6]([CH2:7][CH2:8][CH2:9][CH3:10])[CH:5]=[N:4][C:3]=1[C:11]([NH2:13])=[O:12].[Br:14]N1C(=O)CCC1=O. Product: [NH2:1][C:2]1[N:6]([CH2:7][CH2:8][CH2:9][CH3:10])[C:5]([Br:14])=[N:4][C:3]=1[C:11]([NH2:13])=[O:12]. The catalyst class is: 22. (4) Reactant: [H-].[H-].[H-].[H-].[Li+].[Al+3].[Al+3].[Cl-].[Cl-].[Cl-].[C:11]1([C:17]([C:31]2[CH:36]=[CH:35][CH:34]=[CH:33][CH:32]=2)([C:25]2[CH:30]=[CH:29][CH:28]=[CH:27][CH:26]=2)[O:18][CH2:19][C:20](=[CH2:24])[CH2:21]C#N)[CH:16]=[CH:15][CH:14]=[CH:13][CH:12]=1.[OH-:37].[Na+]. Product: [C:31]1([C:17]([C:11]2[CH:12]=[CH:13][CH:14]=[CH:15][CH:16]=2)([C:25]2[CH:26]=[CH:27][CH:28]=[CH:29][CH:30]=2)[O:18][CH2:19][C:20](=[CH2:24])[CH2:21][OH:37])[CH:36]=[CH:35][CH:34]=[CH:33][CH:32]=1. The catalyst class is: 28. (5) Reactant: [F:1][C:2]1[C:10]([N+:11]([O-])=O)=[CH:9][C:5]2=[N:6][S:7][N:8]=[C:4]2[CH:3]=1.O.[Cl-].[NH4+]. Product: [F:1][C:2]1[C:10]([NH2:11])=[CH:9][C:5]2[C:4]([CH:3]=1)=[N:8][S:7][N:6]=2. The catalyst class is: 186.